Dataset: Full USPTO retrosynthesis dataset with 1.9M reactions from patents (1976-2016). Task: Predict the reactants needed to synthesize the given product. (1) Given the product [CH3:5][O-:9].[Cl:1][C:2]1[CH:7]=[C:6]([Cl:8])[C:5]([O:9][CH3:10])=[CH:4][C:3]=1[NH:11][C:12]1[C:21]2[C:16](=[CH:17][C:18]([O:24][CH2:25][CH2:26][CH2:27][N:28]3[CH2:33][CH2:32][N:31]([CH3:34])[CH2:30][CH2:29]3)=[C:19]([O:22][CH3:23])[CH:20]=2)[N:15]=[CH:14][C:13]=1[C:35]#[N:36], predict the reactants needed to synthesize it. The reactants are: [Cl:1][C:2]1[CH:7]=[C:6]([Cl:8])[C:5]([O:9][CH3:10])=[CH:4][C:3]=1[NH:11][C:12]1[C:21]2[C:16](=[CH:17][C:18]([O:24][CH2:25][CH2:26][CH2:27][N:28]3[CH2:33][CH2:32][N:31]([CH3:34])[CH2:30][CH2:29]3)=[C:19]([O:22][CH3:23])[CH:20]=2)[N:15]=[CH:14][C:13]=1[C:35]#[N:36]. (2) Given the product [CH3:1][O:2][C:3]([C:5]1([C:22]([O:24][CH3:25])=[O:23])[CH2:6][CH:7]([CH2:9][CH2:10][CH2:11][CH3:12])[CH2:8]1)=[O:4], predict the reactants needed to synthesize it. The reactants are: [CH3:1][O:2][C:3]([CH:5]1[CH2:8][CH:7]([CH2:9][CH2:10][CH2:11][CH3:12])[CH2:6]1)=[O:4].C(NC(C)C)(C)C.[Li].Cl[C:22]([O:24][CH3:25])=[O:23].